Dataset: Full USPTO retrosynthesis dataset with 1.9M reactions from patents (1976-2016). Task: Predict the reactants needed to synthesize the given product. (1) Given the product [ClH:1].[Cl:1][C:2]1[CH:3]=[C:4]([S:9]([N:12]2[CH:25]([CH2:26][C:27]([NH:47][CH2:46][CH2:45][C:42]3[CH:43]=[CH:44][C:39]([C:35]4[NH:36][CH2:37][CH2:38][N:34]=4)=[CH:40][CH:41]=3)=[O:29])[C:24]3[C:19](=[C:20]([F:31])[CH:21]=[C:22]([F:30])[CH:23]=3)[C:18]3[CH:17]=[CH:16][CH:15]=[CH:14][C:13]2=3)(=[O:10])=[O:11])[CH:5]=[CH:6][C:7]=1[Cl:8], predict the reactants needed to synthesize it. The reactants are: [Cl:1][C:2]1[CH:3]=[C:4]([S:9]([N:12]2[CH:25]([CH2:26][C:27]([OH:29])=O)[C:24]3[C:19](=[C:20]([F:31])[CH:21]=[C:22]([F:30])[CH:23]=3)[C:18]3[CH:17]=[CH:16][CH:15]=[CH:14][C:13]2=3)(=[O:11])=[O:10])[CH:5]=[CH:6][C:7]=1[Cl:8].Cl.Cl.[NH:34]1[CH2:38][CH2:37][N:36]=[C:35]1[C:39]1[CH:44]=[CH:43][C:42]([CH2:45][CH2:46][NH2:47])=[CH:41][CH:40]=1. (2) Given the product [CH:1]1[C:14]2[C:5](=[CH:6][C:7]3[C:12]([C:13]=2[C:15]([N:17]2[CH2:18][CH2:19][CH:20]([N:23]4[CH2:36][C:27]5([C:31](=[O:32])[N:30]([CH2:33][CH3:34])[CH:29]([CH3:35])[CH2:28]5)[NH:26][CH2:25][CH2:24]4)[CH2:21][CH2:22]2)=[O:16])=[CH:11][CH:10]=[CH:9][CH:8]=3)[CH:4]=[CH:3][CH:2]=1, predict the reactants needed to synthesize it. The reactants are: [CH:1]1[C:14]2[C:5](=[CH:6][C:7]3[C:12]([C:13]=2[C:15]([N:17]2[CH2:22][CH2:21][CH:20]([N:23]4[CH2:36][C:27]5([C:31](=[O:32])[N:30]([CH2:33][CH3:34])[CH:29]([CH3:35])[CH2:28]5)[N:26](C(=O)C(F)(F)F)[CH2:25][CH2:24]4)[CH2:19][CH2:18]2)=[O:16])=[CH:11][CH:10]=[CH:9][CH:8]=3)[CH:4]=[CH:3][CH:2]=1.C(=O)([O-])[O-].[K+].[K+].CO.O. (3) Given the product [N+:14]([C:11]1[CH:12]=[CH:13][C:8]([C:6](=[O:7])[CH2:5][CH2:4][CH2:3][CH2:2][N:17]2[CH2:22][CH2:21][CH:20]([C:23]3[CH:24]=[C:25]([NH:29][C:30](=[O:33])[CH2:31][CH3:32])[CH:26]=[CH:27][CH:28]=3)[CH2:19][CH2:18]2)=[CH:9][CH:10]=1)([O-:16])=[O:15], predict the reactants needed to synthesize it. The reactants are: Cl[CH2:2][CH2:3][CH2:4][CH2:5][C:6]([C:8]1[CH:13]=[CH:12][C:11]([N+:14]([O-:16])=[O:15])=[CH:10][CH:9]=1)=[O:7].[NH:17]1[CH2:22][CH2:21][CH:20]([C:23]2[CH:24]=[C:25]([NH:29][C:30](=[O:33])[CH2:31][CH3:32])[CH:26]=[CH:27][CH:28]=2)[CH2:19][CH2:18]1. (4) Given the product [F:55][C:2]1([F:1])[CH2:3][CH2:4][CH:5]([C:8]2[C:17]3[C@@H:16]([OH:18])[CH2:15][C:14]([CH3:28])([CH3:29])[CH2:13][C:12]=3[N:11]=[C:10]([CH:30]3[CH2:31][CH2:32][N:33]([C:36]4[N:41]=[CH:40][C:39]([OH:42])=[CH:38][N:37]=4)[CH2:34][CH2:35]3)[C:9]=2[C@@H:43]([F:54])[C:44]2[CH:45]=[CH:46][C:47]([C:50]([F:51])([F:53])[F:52])=[CH:48][CH:49]=2)[CH2:6][CH2:7]1, predict the reactants needed to synthesize it. The reactants are: [F:1][C:2]1([F:55])[CH2:7][CH2:6][CH:5]([C:8]2[C:17]3[C@@H:16]([O:18]CC4C=CC(OC)=CC=4)[CH2:15][C:14]([CH3:29])([CH3:28])[CH2:13][C:12]=3[N:11]=[C:10]([CH:30]3[CH2:35][CH2:34][N:33]([C:36]4[N:41]=[CH:40][C:39]([OH:42])=[CH:38][N:37]=4)[CH2:32][CH2:31]3)[C:9]=2[C@@H:43]([F:54])[C:44]2[CH:49]=[CH:48][C:47]([C:50]([F:53])([F:52])[F:51])=[CH:46][CH:45]=2)[CH2:4][CH2:3]1.Cl.C(=O)([O-])O.[Na+]. (5) Given the product [C:1]([OH:6])(=[O:5])[C:2]([CH3:4])=[CH2:3].[NH2:9][C:12]([O:15][CH2:16][CH3:17])=[O:14], predict the reactants needed to synthesize it. The reactants are: [C:1]([O:6]CC[N:9]=C=O)(=[O:5])[C:2]([CH3:4])=[CH2:3].[C:12]([O:15][CH2:16][CH3:17])(=[O:14])C. (6) Given the product [C:1]([C:5]1[CH:10]=[CH:9][C:8]([N:11]2[C:15](=[O:16])[C:14]([CH3:18])([CH3:17])[N:13]([CH2:19][C:20]3[CH:25]=[CH:24][N:23]=[C:22]([NH:28][C:27]([NH:38][CH2:37][CH2:36][N:31]4[CH2:35][CH2:34][CH2:33][CH2:32]4)=[O:26])[CH:21]=3)[C:12]2=[O:30])=[CH:7][CH:6]=1)([CH3:4])([CH3:3])[CH3:2], predict the reactants needed to synthesize it. The reactants are: [C:1]([C:5]1[CH:10]=[CH:9][C:8]([N:11]2[C:15](=[O:16])[C:14]([CH3:18])([CH3:17])[N:13]([CH2:19][C:20]3[CH:25]=[CH:24][N:23]4[O:26][C:27](=S)[N:28]=[C:22]4[CH:21]=3)[C:12]2=[O:30])=[CH:7][CH:6]=1)([CH3:4])([CH3:3])[CH3:2].[N:31]1([CH2:36][CH2:37][NH2:38])[CH2:35][CH2:34][CH2:33][CH2:32]1.